From a dataset of B-cell epitopes from PDB crystal structures with 447 antigens. Token-level Classification. Given an antigen amino acid sequence, predict which amino acid positions are active epitope sites capable of antibody binding. Output is a list of indices for active positions. (1) Given the antigen sequence: IVGGTESSWGEWPWQVSLQVKLTAQRHLCGGSLIGHQWVLTAAHCFDGLPLQDVWRIYSGILELSDITKDTPFSQIKEIIIHQNYKVSEGNHDIALIKLQAPLEYTEFQKPISLPSKGDTSTIYTNCWVTGWGFSKEKGEIQNILQKVNIPLVTNEECQKRYQDYKITQRMVCAGYKEGGKDACKGDSGGPLVCKHNGMWRLVGITSWGEGCARREQPGVYTKVAEYMDWILEKTQSSD, which amino acid positions are active epitope sites? The epitope positions are: [19, 21, 23, 24, 25, 27, 43, 46, 47, 48, 84, 86, 87, 88, 89, 92, 136, 137, 163, 164... (32 total positions)]. The amino acids at these positions are: VLAQRLHDGLYVSEGDEKDYDACKSWGEGC.... (2) The epitope positions are: [2, 47, 50, 53, 54, 55, 58, 62, 65, 68, 69, 87, 93, 94, 95, 97, 106, 107, 108, 109... (33 total positions)]. The amino acids at these positions are: RFGVEPVHSVRAPVPRNWFDITNVLWWIMD.... Given the antigen sequence: HFRRHYVRHLPKEVSQNDIIKALASPLINDGMVVSDFADHVITREQNFPTGLPVEPVGVAIPHTDSKYVRQNAISVGILAEPVNFEDAGGEPDPVPVRVVFMLALGNWFDITNVLWWIMDVIQDEDFMQQLLVMNDDEIYQSIYTRIS, which amino acid positions are active epitope sites?